Task: Predict the reaction yield, written as a fraction of the theoretical maximum amount of product (1.0 means a 100% yield; for example, 0.34 means a 34% yield).. Dataset: Reaction yield outcomes from USPTO patents with 853,638 reactions (1) The reactants are [N:1]([C:4](=[CH:10][C:11]1[S:12][C:13]([Br:16])=[CH:14][CH:15]=1)[C:5]([O:7][CH2:8][CH3:9])=[O:6])=[N+]=[N-]. The catalyst is CC1C=CC=CC=1C. The product is [Br:16][C:13]1[S:12][C:11]2[CH:10]=[C:4]([C:5]([O:7][CH2:8][CH3:9])=[O:6])[NH:1][C:15]=2[CH:14]=1. The yield is 0.820. (2) The product is [CH3:26][N:27]([CH2:20][C:11]1[C:12](=[O:19])[N:13]([CH2:15][CH:16]([CH3:18])[CH3:17])[N:14]=[C:9]([C:4]2[CH:5]=[CH:6][C:7]([CH3:8])=[C:2]([F:1])[CH:3]=2)[CH:10]=1)[CH3:28]. The yield is 0.809. The reactants are [F:1][C:2]1[CH:3]=[C:4]([C:9]2[CH:10]=[C:11]([CH2:20]OS(C)(=O)=O)[C:12](=[O:19])[N:13]([CH2:15][CH:16]([CH3:18])[CH3:17])[N:14]=2)[CH:5]=[CH:6][C:7]=1[CH3:8].[CH3:26][NH:27][CH3:28]. The catalyst is O. (3) The reactants are [H-].[Al+3].[Li+].[H-].[H-].[H-].[Si:7]([O:14][CH2:15][C:16]1[CH:17]=[C:18]([C:26](OC)=[O:27])[C:19](=[CH:24][CH:25]=1)[C:20](OC)=[O:21])([C:10]([CH3:13])([CH3:12])[CH3:11])([CH3:9])[CH3:8].O.[OH-].[Na+]. The catalyst is C(OCC)C.C1COCC1. The product is [Si:7]([O:14][CH2:15][C:16]1[CH:25]=[CH:24][C:19]([CH2:20][OH:21])=[C:18]([CH2:26][OH:27])[CH:17]=1)([C:10]([CH3:13])([CH3:12])[CH3:11])([CH3:9])[CH3:8]. The yield is 0.940. (4) The reactants are [O:1]=[C:2]1[CH2:7][CH2:6][CH:5]([NH:8][C:9](=[O:15])[O:10][C:11]([CH3:14])([CH3:13])[CH3:12])[CH2:4][CH2:3]1.[CH3:16][Mg+].[Br-].[NH4+].[Cl-]. The yield is 0.560. The catalyst is C1COCC1. The product is [OH:1][C:2]1([CH3:16])[CH2:3][CH2:4][CH:5]([NH:8][C:9](=[O:15])[O:10][C:11]([CH3:12])([CH3:14])[CH3:13])[CH2:6][CH2:7]1.